From a dataset of Forward reaction prediction with 1.9M reactions from USPTO patents (1976-2016). Predict the product of the given reaction. (1) Given the reactants [CH3:1][C:2]([C:4]1[CH:9]=[CH:8][CH:7]=[C:6]([C:10]([F:13])([F:12])[F:11])[CH:5]=1)=[O:3].[ClH:14].[CH3:15][NH:16][CH3:17].[CH2:18]=O.Cl, predict the reaction product. The product is: [ClH:14].[CH3:15][N:16]([CH3:18])[CH2:17][CH2:1][C:2]([C:4]1[CH:9]=[CH:8][CH:7]=[C:6]([C:10]([F:11])([F:12])[F:13])[CH:5]=1)=[O:3]. (2) Given the reactants [CH3:1][O:2][C:3]1[CH:8]=[CH:7][C:6]([C:9]#[CH:10])=[CH:5][CH:4]=1.C([Li])CCC.[Cl:16][C:17]1[CH:18]=[C:19]([CH:26]=[C:27]([Cl:29])[CH:28]=1)[C:20](N(OC)C)=[O:21], predict the reaction product. The product is: [Cl:16][C:17]1[CH:18]=[C:19]([C:20](=[O:21])[C:10]#[C:9][C:6]2[CH:7]=[CH:8][C:3]([O:2][CH3:1])=[CH:4][CH:5]=2)[CH:26]=[C:27]([Cl:29])[CH:28]=1. (3) Given the reactants [Cl:1][C:2]1[CH:3]=[C:4]2[C:8](=[C:9]([F:11])[CH:10]=1)[NH:7][C:6]1[CH2:12][C@H:13]3[N:17]([CH2:18][C:5]2=1)[CH2:16][CH2:15][CH2:14]3.[H-].[Na+].[CH3:21][C:22]1([C:25]2[CH:30]=[CH:29][N:28]=[CH:27][CH:26]=2)[CH2:24][O:23]1, predict the reaction product. The product is: [Cl:1][C:2]1[CH:3]=[C:4]2[C:8](=[C:9]([F:11])[CH:10]=1)[N:7]([CH2:21][C:22]([C:25]1[CH:30]=[CH:29][N:28]=[CH:27][CH:26]=1)([OH:23])[CH3:24])[C:6]1[CH2:12][C@H:13]3[N:17]([CH2:18][C:5]2=1)[CH2:16][CH2:15][CH2:14]3.